From a dataset of Full USPTO retrosynthesis dataset with 1.9M reactions from patents (1976-2016). Predict the reactants needed to synthesize the given product. (1) Given the product [Cl:22][C:23]1[CH:24]=[C:25]([CH:47]=[CH:48][C:49]=1[Cl:50])[CH2:26][N:27]1[CH2:32][CH2:31][O:30][C@@H:29]([CH2:33][NH:34][C:35]([NH:12][CH2:11][CH2:10][CH2:9][S:6]([N:1]2[CH2:2][CH2:3][CH2:4][CH2:5]2)(=[O:7])=[O:8])=[O:36])[CH2:28]1, predict the reactants needed to synthesize it. The reactants are: [N:1]1([S:6]([CH2:9][CH2:10][CH2:11][NH2:12])(=[O:8])=[O:7])[CH2:5][CH2:4][CH2:3][CH2:2]1.C(N(CC)C(C)C)(C)C.[Cl:22][C:23]1[CH:24]=[C:25]([CH:47]=[CH:48][C:49]=1[Cl:50])[CH2:26][N:27]1[CH2:32][CH2:31][O:30][C@@H:29]([CH2:33][NH:34][C:35](=O)[O:36]C2C=CC([N+]([O-])=O)=CC=2)[CH2:28]1. (2) Given the product [CH2:1]([O:8][C:9](=[O:31])[C@@H:10]([NH:15][C:16](=[O:30])[C@@H:17]([NH:22][C:23](=[O:24])[CH2:54][N:51]1[CH2:52][CH2:53][O:48][CH2:49][CH2:50]1)[C:18]([CH3:21])([CH3:20])[CH3:19])[CH2:11][CH:12]([CH3:13])[CH3:14])[C:2]1[CH:7]=[CH:6][CH:5]=[CH:4][CH:3]=1, predict the reactants needed to synthesize it. The reactants are: [CH2:1]([O:8][C:9](=[O:31])[C@@H:10]([NH:15][C:16](=[O:30])[C@@H:17]([NH:22][C:23](OC(C)(C)C)=[O:24])[C:18]([CH3:21])([CH3:20])[CH3:19])[CH2:11][CH:12]([CH3:14])[CH3:13])[C:2]1[CH:7]=[CH:6][CH:5]=[CH:4][CH:3]=1.FC(F)(F)C(O)=O.C(N(CC)C(C)C)(C)C.[O:48]1[CH2:53][CH2:52][N:51]([CH2:54]C(O)=O)[CH2:50][CH2:49]1.CN(C(ON1N=NC2C=CC=NC1=2)=[N+](C)C)C.F[P-](F)(F)(F)(F)F. (3) Given the product [C:21]([OH:28])(=[O:27])/[CH:22]=[CH:23]/[C:24]([OH:26])=[O:25].[CH3:1][O:2][C:3]1[C:13]2[CH:12]([C:14]3[CH:19]=[CH:18][CH:17]=[CH:16][CH:15]=3)[CH2:11][CH2:10][N:9]([CH3:20])[CH2:8][C:7]=2[CH:6]=[CH:5][CH:4]=1, predict the reactants needed to synthesize it. The reactants are: [CH3:1][O:2][C:3]1[C:13]2[CH:12]([C:14]3[CH:19]=[CH:18][CH:17]=[CH:16][CH:15]=3)[CH2:11][CH2:10][N:9]([CH3:20])[CH2:8][C:7]=2[CH:6]=[CH:5][CH:4]=1.[C:21]([OH:28])(=[O:27])/[CH:22]=[CH:23]/[C:24]([OH:26])=[O:25]. (4) Given the product [S:28]1[C:29]2[CH:35]=[CH:34][CH:33]=[CH:32][C:30]=2[CH:31]=[C:27]1[C:12]1[CH:13]=[C:14]([CH:15]=[O:16])[C:9]([N:4]2[CH2:5][C@H:6]([CH3:8])[O:7][C@H:2]([CH3:1])[CH2:3]2)=[N:10][CH:11]=1, predict the reactants needed to synthesize it. The reactants are: [CH3:1][C@@H:2]1[O:7][C@H:6]([CH3:8])[CH2:5][N:4]([C:9]2[C:14]([CH:15]=[O:16])=[CH:13][C:12](B3OC(C)(C)C(C)(C)O3)=[CH:11][N:10]=2)[CH2:3]1.Br[C:27]1[S:28][C:29]2[CH:35]=[CH:34][CH:33]=[CH:32][C:30]=2[CH:31]=1. (5) Given the product [Br:74][CH2:32][CH2:31][CH2:30][CH2:29][CH2:28][CH2:27][C@H:25]1[CH2:26][C@@:6]2([CH2:7][O:8][SiH:9]([CH3:11])[CH3:10])[C@@H:12]([CH2:13][CH2:14][C@@H:5]2[C:1]([CH3:4])([CH3:2])[CH3:3])[C@@:15]2([CH:36]=[CH2:37])[C@H:24]1[C:23]1[CH:22]=[CH:21][C:20]([O:34][CH3:35])=[CH:19][C:18]=1[CH2:17][CH2:16]2, predict the reactants needed to synthesize it. The reactants are: [C:1]([C@H:5]1[CH2:14][CH2:13][C@H:12]2[C@@:15]3([CH:36]=[CH2:37])[C@H:24]([C@@H:25]([CH2:27][CH2:28][CH2:29][CH2:30][CH2:31][CH2:32]O)[CH2:26][C@:6]12[CH2:7][O:8][SiH:9]([CH3:11])[CH3:10])[C:23]1[CH:22]=[CH:21][C:20]([O:34][CH3:35])=[CH:19][C:18]=1[CH2:17][CH2:16]3)([CH3:4])([CH3:3])[CH3:2].C([C@H]1CC[C@H]2[C@@]3(C=C)[C@H]([C@@H](CCCCCO)C[C@]12CO[SiH](C)C)C1C=CC(OC)=CC=1CC3)(C)(C)C.[Br:74]CCCCC[C@H]1C[C@@]2(CO[SiH](C)C)[C@@H](CC[C@@H]2C(C)(C)C)[C@@]2(C=C)[C@H]1C1C=CC(OC)=CC=1CC2. (6) Given the product [CH2:25]([O:24][C:22]([N:16]1[CH2:17][CH2:18][N:19]([C:2]2[N:7]=[CH:6][N:5]=[C:4]3[NH:8][N:9]=[CH:10][C:3]=23)[CH2:20][CH2:21]1)=[O:23])[CH3:26], predict the reactants needed to synthesize it. The reactants are: O[C:2]1[N:7]=[CH:6][N:5]=[C:4]2[NH:8][N:9]=[CH:10][C:3]=12.P(Cl)(Cl)(Cl)=O.[N:16]1([C:22]([O:24][CH2:25][CH3:26])=[O:23])[CH2:21][CH2:20][NH:19][CH2:18][CH2:17]1.C(N(C(C)C)CC)(C)C. (7) Given the product [CH2:1]([N:3]1[CH2:8][C:7]([CH3:10])([CH3:9])[O:6][C:5](=[O:11])[CH:4]1[C:12]([CH3:20])([CH3:21])[C:13]([OH:15])=[O:14])[CH3:2], predict the reactants needed to synthesize it. The reactants are: [CH2:1]([N:3]1[CH2:8][C:7]([CH3:10])([CH3:9])[O:6][C:5](=[O:11])[CH:4]1[C:12]([CH3:21])([CH3:20])[C:13]([O:15]C(C)(C)C)=[O:14])[CH3:2].FC(F)(F)C(O)=O. (8) The reactants are: [Cl:1][C:2]1[CH:3]=[C:4]2[C:12](=[O:13])[C:11]3[CH:14]=[C:15]([CH:18]4[CH2:20][O:19]4)[CH:16]=[CH:17][C:10]=3[CH:9]=[CH:8][C:5]2=[N:6][CH:7]=1.[N:21]1([C:27]([O:29][C:30]([CH3:33])([CH3:32])[CH3:31])=[O:28])[CH2:26][CH2:25][NH:24][CH2:23][CH2:22]1. Given the product [Cl:1][C:2]1[CH:3]=[C:4]2[C:12](=[O:13])[C:11]3[CH:14]=[C:15]([CH:18]([OH:19])[CH2:20][N:24]4[CH2:23][CH2:22][N:21]([C:27]([O:29][C:30]([CH3:33])([CH3:32])[CH3:31])=[O:28])[CH2:26][CH2:25]4)[CH:16]=[CH:17][C:10]=3[CH:9]=[CH:8][C:5]2=[N:6][CH:7]=1, predict the reactants needed to synthesize it.